This data is from Reaction yield outcomes from USPTO patents with 853,638 reactions. The task is: Predict the reaction yield, written as a fraction of the theoretical maximum amount of product (1.0 means a 100% yield; for example, 0.34 means a 34% yield). (1) The reactants are CSC.B.[Br:5][C:6]1[CH:14]=[CH:13][C:9]([C:10](O)=[O:11])=[C:8]([CH3:15])[CH:7]=1. The catalyst is O1CCCC1. The product is [Br:5][C:6]1[CH:14]=[CH:13][C:9]([CH2:10][OH:11])=[C:8]([CH3:15])[CH:7]=1. The yield is 0.912. (2) The reactants are O[C:2]1[C:3]2[CH:16]=[N:15][N:14]([CH3:17])[C:4]=2[NH:5][C:6](=[O:13])[C:7]=1[C:8]([O:10][CH2:11][CH3:12])=[O:9].P(Cl)(Cl)([Cl:20])=O. The catalyst is C(#N)C.[Cl-].C([N+](CC)(CC)CC)C1C=CC=CC=1.O. The product is [Cl:20][C:2]1[C:3]2[CH:16]=[N:15][N:14]([CH3:17])[C:4]=2[NH:5][C:6](=[O:13])[C:7]=1[C:8]([O:10][CH2:11][CH3:12])=[O:9]. The yield is 0.730.